From a dataset of Catalyst prediction with 721,799 reactions and 888 catalyst types from USPTO. Predict which catalyst facilitates the given reaction. (1) Reactant: [OH:1][C@H:2]1[C:10]2[C:5](=[CH:6][CH:7]=[CH:8][CH:9]=2)[CH2:4][C@:3]1([CH2:20][C:21]1[CH:31]=[CH:30][C:24]([C:25](OCC)=[O:26])=[CH:23][CH:22]=1)[C:11]1[CH2:12][C:13]2[C:18]([CH:19]=1)=[CH:17][CH:16]=[CH:15][CH:14]=2.[NH2:32][C:33]1[CH:34]=[CH:35][C:36]([OH:42])=[C:37]([CH:41]=1)[C:38]([OH:40])=[O:39].C[Al](C)C. Product: [OH:42][C:36]1[CH:35]=[CH:34][C:33]([NH:32][C:25](=[O:26])[C:24]2[CH:23]=[CH:22][C:21]([CH2:20][C@:3]3([C:11]4[CH2:12][C:13]5[C:18]([CH:19]=4)=[CH:17][CH:16]=[CH:15][CH:14]=5)[CH2:4][C:5]4[C:10](=[CH:9][CH:8]=[CH:7][CH:6]=4)[C@@H:2]3[OH:1])=[CH:31][CH:30]=2)=[CH:41][C:37]=1[C:38]([OH:40])=[O:39]. The catalyst class is: 1. (2) The catalyst class is: 1. Reactant: [CH3:1][O:2][C:3]([C:5]1[N:6]([C:27]2[CH:32]=[CH:31][CH:30]=[CH:29][CH:28]=2)[C:7]2[C:12]([C:13](=[O:25])[C:14]=1[CH2:15][C:16]1[CH:21]=[CH:20][C:19]([C:22](O)=[O:23])=[CH:18][CH:17]=1)=[CH:11][CH:10]=[C:9]([Cl:26])[CH:8]=2)=[O:4].[NH2:33][C:34]([CH3:42])([CH3:41])[CH2:35][C:36]([N:38]([CH3:40])[CH3:39])=[O:37].F[P-](F)(F)(F)(F)F.N1(O[P+](N(C)C)(N(C)C)N(C)C)C2C=CC=CC=2N=N1.CCN(C(C)C)C(C)C. Product: [CH3:1][O:2][C:3]([C:5]1[N:6]([C:27]2[CH:32]=[CH:31][CH:30]=[CH:29][CH:28]=2)[C:7]2[C:12]([C:13](=[O:25])[C:14]=1[CH2:15][C:16]1[CH:21]=[CH:20][C:19]([C:22](=[O:23])[NH:33][C:34]([CH3:42])([CH3:41])[CH2:35][C:36](=[O:37])[N:38]([CH3:40])[CH3:39])=[CH:18][CH:17]=1)=[CH:11][CH:10]=[C:9]([Cl:26])[CH:8]=2)=[O:4]. (3) Reactant: [H-].[Na+].[CH3:3][O:4][CH2:5][O:6][C:7]1[CH:12]=[CH:11][C:10]([C:13]2[N:18]=[C:17]3[N:19]([CH:23]4[CH2:28][CH2:27][CH2:26][CH2:25][O:24]4)[N:20]=[C:21]([CH3:22])[C:16]3=[C:15]([CH2:29][N:30]3[CH2:35][C:34]([CH3:37])([CH3:36])[NH:33][CH2:32][C:31]3([CH3:39])[CH3:38])[CH:14]=2)=[CH:9][CH:8]=1.[CH3:40][O:41][CH2:42][C:43](Cl)=[O:44]. Product: [CH3:40][O:41][CH2:42][C:43]([N:33]1[CH2:32][C:31]([CH3:39])([CH3:38])[N:30]([CH2:29][C:15]2[CH:14]=[C:13]([C:10]3[CH:9]=[CH:8][C:7]([O:6][CH2:5][O:4][CH3:3])=[CH:12][CH:11]=3)[N:18]=[C:17]3[N:19]([CH:23]4[CH2:28][CH2:27][CH2:26][CH2:25][O:24]4)[N:20]=[C:21]([CH3:22])[C:16]=23)[CH2:35][C:34]1([CH3:37])[CH3:36])=[O:44]. The catalyst class is: 1. (4) Reactant: [S:1]1(=[O:11])(=[O:10])[C:5]2[CH:6]=[CH:7][CH:8]=[CH:9][C:4]=2[CH:3]=[N:2]1.C(=O)([O-])[O-].[K+].[K+].[CH2:18]([C:22]1[N:26]([C:27]2[CH:32]=[CH:31][CH:30]=[CH:29][CH:28]=2)[N:25]=[C:24]([CH2:33]Br)[CH:23]=1)[CH:19]([CH3:21])[CH3:20]. Product: [CH2:18]([C:22]1[N:26]([C:27]2[CH:32]=[CH:31][CH:30]=[CH:29][CH:28]=2)[N:25]=[C:24]([CH2:33][N:2]2[CH2:3][C:4]3[CH:9]=[CH:8][CH:7]=[CH:6][C:5]=3[S:1]2(=[O:10])=[O:11])[CH:23]=1)[CH:19]([CH3:21])[CH3:20]. The catalyst class is: 454. (5) Reactant: [Cl:1][C:2]1[CH:7]=[C:6]([CH2:8][OH:9])[CH:5]=[C:4]([N:10]([CH3:12])[CH3:11])[N:3]=1.[CH3:13][C:14](OC(C)=O)=[O:15]. Product: [C:14]([O:9][CH2:8][C:6]1[CH:5]=[C:4]([N:10]([CH3:12])[CH3:11])[N:3]=[C:2]([Cl:1])[CH:7]=1)(=[O:15])[CH3:13]. The catalyst class is: 17. (6) Reactant: Br[CH2:2][Br:3].[C:4](=[O:7])([O-])[O-:5].[Cs+].[Cs+].CN(C=O)C.Br[C:16]1[CH:17]=[C:18](O)[C:19](O)=[N:20]C=1. Product: [Br:3][C:2]1[N:20]=[C:19]2[O:5][CH2:4][O:7][C:18]2=[CH:17][CH:16]=1. The catalyst class is: 6. (7) Reactant: [N:1]1([CH2:10][C:11]([OH:13])=[O:12])[C:5]2=[N:6][CH:7]=[CH:8][CH:9]=[C:4]2[CH:3]=[CH:2]1.C1C(=O)N([Cl:21])C(=O)C1. Product: [Cl:21][C:3]1[C:4]2[C:5](=[N:6][CH:7]=[CH:8][CH:9]=2)[N:1]([CH2:10][C:11]([OH:13])=[O:12])[CH:2]=1. The catalyst class is: 23. (8) The catalyst class is: 78. Product: [NH2:13][C:9]1[CH:8]=[CH:7][CH:6]=[C:5]2[C:10]=1[CH:11]=[CH:12][C:3]([O:2][CH3:1])=[N:4]2. Reactant: [CH3:1][O:2][C:3]1[CH:12]=[CH:11][C:10]2[C:5](=[CH:6][CH:7]=[CH:8][C:9]=2[N+:13]([O-])=O)[N:4]=1.[H][H]. (9) Reactant: [NH2:1][C@@H:2]1[CH2:7][CH2:6][C@H:5]([N:8]2[CH2:12][CH2:11][C@H:10]([NH:13][C:14](=[O:23])[O:15][CH2:16][C:17]3[CH:22]=[CH:21][CH:20]=[CH:19][CH:18]=3)[C:9]2=[O:24])[C@H:4]([CH2:25][CH2:26][CH3:27])[CH2:3]1.[CH3:28][C:29]([CH3:31])=O.[C:32]([BH3-])#N.[Na+].C=O. Product: [CH:29]([N:1]([CH3:32])[C@@H:2]1[CH2:7][CH2:6][C@H:5]([N:8]2[CH2:12][CH2:11][C@H:10]([NH:13][C:14](=[O:23])[O:15][CH2:16][C:17]3[CH:18]=[CH:19][CH:20]=[CH:21][CH:22]=3)[C:9]2=[O:24])[C@H:4]([CH2:25][CH2:26][CH3:27])[CH2:3]1)([CH3:31])[CH3:28]. The catalyst class is: 5. (10) Reactant: [H-].[Na+].[CH3:3][O:4][CH:5]([O:9][CH3:10])[CH:6]([OH:8])[CH3:7].[Cl:11][C:12]1[CH:17]=[C:16](Cl)[N:15]=[CH:14][N:13]=1.[Cl-].[NH4+]. Product: [Cl:11][C:12]1[CH:17]=[C:16]([O:8][CH:6]([CH3:7])[CH:5]([O:9][CH3:10])[O:4][CH3:3])[N:15]=[CH:14][N:13]=1. The catalyst class is: 7.